Dataset: Full USPTO retrosynthesis dataset with 1.9M reactions from patents (1976-2016). Task: Predict the reactants needed to synthesize the given product. (1) Given the product [CH3:27][C:25]1[O:24][N:23]=[C:22]([C:20]([NH:19][C:5]2[CH:4]=[C:3]([CH2:1][NH:40][C@@H:38]([C:32]3[CH:37]=[CH:36][CH:35]=[CH:34][CH:33]=3)[CH3:39])[CH:8]=[CH:7][C:6]=2[N:9]2[CH2:14][CH2:13][CH:12]([C:15]([O:17][CH3:18])=[O:16])[CH2:11][CH2:10]2)=[O:21])[CH:26]=1, predict the reactants needed to synthesize it. The reactants are: [CH:1]([C:3]1[CH:8]=[CH:7][C:6]([N:9]2[CH2:14][CH2:13][CH:12]([C:15]([O:17][CH3:18])=[O:16])[CH2:11][CH2:10]2)=[C:5]([NH:19][C:20]([C:22]2[CH:26]=[C:25]([CH3:27])[O:24][N:23]=2)=[O:21])[CH:4]=1)=O.C(O)(=O)C.[C:32]1([C@H:38]([NH2:40])[CH3:39])[CH:37]=[CH:36][CH:35]=[CH:34][CH:33]=1.[BH-](OC(C)=O)(OC(C)=O)OC(C)=O.[Na+]. (2) Given the product [Br:1][C:2]1[CH:6]=[N:5][N:4]([CH3:7])[C:3]=1[NH:8][C:10]1[CH:15]=[CH:14][CH:13]=[C:12]([C:16]2[CH:17]=[CH:18][CH:19]=[CH:20][CH:21]=2)[N:11]=1, predict the reactants needed to synthesize it. The reactants are: [Br:1][C:2]1[CH:6]=[N:5][N:4]([CH3:7])[C:3]=1[NH2:8].Cl[C:10]1[CH:15]=[CH:14][CH:13]=[C:12]([C:16]2[CH:21]=[CH:20][CH:19]=[CH:18][CH:17]=2)[N:11]=1.[H-].[Na+]. (3) Given the product [CH3:34][N:36]([CH3:37])[C:31]([C:5]1[N:4]([CH2:1][CH:2]=[CH2:3])[CH:8]=[C:7]([C:9]([C:15]2[CH:16]=[C:17]3[C:21](=[CH:22][CH:23]=2)[N:20]([C:24]2[CH:29]=[CH:28][C:27]([F:30])=[CH:26][CH:25]=2)[N:19]=[CH:18]3)([OH:14])[C:10]([F:11])([F:12])[F:13])[CH:6]=1)=[O:32], predict the reactants needed to synthesize it. The reactants are: [CH2:1]([N:4]1[CH:8]=[C:7]([C:9]([C:15]2[CH:16]=[C:17]3[C:21](=[CH:22][CH:23]=2)[N:20]([C:24]2[CH:29]=[CH:28][C:27]([F:30])=[CH:26][CH:25]=2)[N:19]=[CH:18]3)([OH:14])[C:10]([F:13])([F:12])[F:11])[CH:6]=[C:5]1[C:31](O)=[O:32])[CH:2]=[CH2:3].[CH2:34]([N:36](CC)[CH2:37]C)C.C1CN([P+](ON2N=NC3C=CC=CC2=3)(N2CCCC2)N2CCCC2)CC1.F[P-](F)(F)(F)(F)F.CNC.